From a dataset of Full USPTO retrosynthesis dataset with 1.9M reactions from patents (1976-2016). Predict the reactants needed to synthesize the given product. (1) Given the product [Cl:1][C:2]1[CH:3]=[C:4]([C:12]2[O:16][N:15]=[C:14]([C:17]3[CH:18]=[C:19]4[C:23](=[CH:24][C:25]=3[CH2:26][CH3:27])[N:22]([CH2:35][CH2:36][CH2:37][C:38]([O:40][CH2:41][CH3:42])=[O:39])[N:21]=[CH:20]4)[N:13]=2)[CH:5]=[N:6][C:7]=1[O:8][CH:9]([CH3:11])[CH3:10], predict the reactants needed to synthesize it. The reactants are: [Cl:1][C:2]1[CH:3]=[C:4]([C:12]2[O:16][N:15]=[C:14]([C:17]3[CH:18]=[C:19]4[C:23](=[CH:24][C:25]=3[CH2:26][CH3:27])[NH:22][N:21]=[CH:20]4)[N:13]=2)[CH:5]=[N:6][C:7]=1[O:8][CH:9]([CH3:11])[CH3:10].C(=O)([O-])[O-].[Cs+].[Cs+].Br[CH2:35][CH2:36][CH2:37][C:38]([O:40][CH2:41][CH3:42])=[O:39]. (2) The reactants are: [F:1][C:2]1[CH:17]=[CH:16][C:5]([CH2:6][O:7][CH2:8][C:9]2[N:14]=[C:13]([NH2:15])[CH:12]=[CH:11][CH:10]=2)=[CH:4][CH:3]=1.[Cl:18][C:19]1[CH:20]=[C:21]([S:25](Cl)(=[O:27])=[O:26])[CH:22]=[CH:23][CH:24]=1. Given the product [Cl:18][C:19]1[CH:20]=[C:21]([S:25]([NH:15][C:13]2[CH:12]=[CH:11][CH:10]=[C:9]([CH2:8][O:7][CH2:6][C:5]3[CH:4]=[CH:3][C:2]([F:1])=[CH:17][CH:16]=3)[N:14]=2)(=[O:27])=[O:26])[CH:22]=[CH:23][CH:24]=1, predict the reactants needed to synthesize it. (3) The reactants are: [CH2:1]([C@@:4]1([C:28]2[CH:33]=[CH:32][C:31]([F:34])=[CH:30][CH:29]=2)[O:9][C:8](=[O:10])[N:7]([C@H:11]([C:13]2[CH:18]=[CH:17][C:16](B3OC(C)(C)C(C)(C)O3)=[CH:15][CH:14]=2)[CH3:12])[CH2:6][CH2:5]1)[CH:2]=[CH2:3].Br[C:36]1[S:37][CH:38]=[CH:39][N:40]=1.[O-]S([O-])(=O)=O.[Na+].[Na+].C1COCC1. Given the product [CH2:1]([C@@:4]1([C:28]2[CH:29]=[CH:30][C:31]([F:34])=[CH:32][CH:33]=2)[O:9][C:8](=[O:10])[N:7]([C@H:11]([C:13]2[CH:18]=[CH:17][C:16]([C:36]3[S:37][CH:38]=[CH:39][N:40]=3)=[CH:15][CH:14]=2)[CH3:12])[CH2:6][CH2:5]1)[CH:2]=[CH2:3], predict the reactants needed to synthesize it. (4) Given the product [NH2:8][C@H:9]([CH2:20][CH:21]1[CH2:22][CH2:23][CH2:24][CH2:25][CH2:26]1)[CH:10]([OH:19])[C:11]([NH:13][O:14][CH2:15][C:16]([NH:33][C@@H:32]([CH3:34])[C:31]([O:30][CH2:28][CH3:29])=[O:35])=[O:18])=[O:12], predict the reactants needed to synthesize it. The reactants are: C(OC([NH:8][C@H:9]([CH2:20][CH:21]1[CH2:26][CH2:25][CH2:24][CH2:23][CH2:22]1)[CH:10]([OH:19])[C:11]([NH:13][O:14][CH2:15][C:16]([OH:18])=O)=[O:12])=O)(C)(C)C.Cl.[CH2:28]([O:30][C:31](=[O:35])[C@H:32]([CH3:34])[NH2:33])[CH3:29].Cl.CN(C)CCCN=C=NCC.ON1C2C=CC=CC=2N=N1.CN1CCOCC1. (5) Given the product [CH3:25][C:24]1[C:13]2[CH:14]([C:17]3[CH:22]=[CH:21][C:20]([CH3:23])=[CH:19][CH:18]=3)[CH2:15][O:16][C:12]=2[C:11]([CH3:26])=[C:10]([CH3:27])[C:9]=1[NH2:8], predict the reactants needed to synthesize it. The reactants are: C([NH:8][C:9]1[C:10]([CH3:27])=[C:11]([CH3:26])[C:12]2[O:16][CH2:15][CH:14]([C:17]3[CH:22]=[CH:21][C:20]([CH3:23])=[CH:19][CH:18]=3)[C:13]=2[C:24]=1[CH3:25])C1C=CC=CC=1.